Dataset: Catalyst prediction with 721,799 reactions and 888 catalyst types from USPTO. Task: Predict which catalyst facilitates the given reaction. (1) The catalyst class is: 1. Reactant: Br[C:2]1[CH:3]=[C:4]([O:8][CH3:9])[CH:5]=[CH:6][CH:7]=1.[C:10]1([CH:20]=[O:21])[C:19]2[C:14](=[CH:15][CH:16]=[CH:17][CH:18]=2)[CH:13]=[CH:12][CH:11]=1. Product: [CH3:9][O:8][C:4]1[CH:3]=[C:2]([CH:7]=[CH:6][CH:5]=1)[CH:20]([OH:21])[C:10]1[C:19]2[C:14](=[CH:15][CH:16]=[CH:17][CH:18]=2)[CH:13]=[CH:12][CH:11]=1. (2) Reactant: [Cl:1][C:2]1[N:7]=[CH:6][C:5]([C:8]2[CH:17]=[CH:16][C:11]3[N:12]=[C:13]([NH2:15])[S:14][C:10]=3[CH:9]=2)=[CH:4][C:3]=1[N:18]([CH3:20])[CH3:19].[O:21]([CH2:28][C:29](Cl)=[O:30])[C:22]1[CH:27]=[CH:26][CH:25]=[CH:24][CH:23]=1. Product: [Cl:1][C:2]1[N:7]=[CH:6][C:5]([C:8]2[CH:17]=[CH:16][C:11]3[N:12]=[C:13]([NH:15][C:29](=[O:30])[CH2:28][O:21][C:22]4[CH:27]=[CH:26][CH:25]=[CH:24][CH:23]=4)[S:14][C:10]=3[CH:9]=2)=[CH:4][C:3]=1[N:18]([CH3:20])[CH3:19]. The catalyst class is: 298.